This data is from Peptide-MHC class I binding affinity with 185,985 pairs from IEDB/IMGT. The task is: Regression. Given a peptide amino acid sequence and an MHC pseudo amino acid sequence, predict their binding affinity value. This is MHC class I binding data. The peptide sequence is LEFNSSLAI. The MHC is HLA-A02:01 with pseudo-sequence HLA-A02:01. The binding affinity (normalized) is 0.0847.